From a dataset of Reaction yield outcomes from USPTO patents with 853,638 reactions. Predict the reaction yield, written as a fraction of the theoretical maximum amount of product (1.0 means a 100% yield; for example, 0.34 means a 34% yield). The reactants are [CH2:1]([OH:3])[CH3:2].C[Si](Cl)(C)C.[C:9]([CH2:11][C:12]1[S:13][CH:14]=[C:15]([C:17]2[CH:22]=[CH:21][C:20]([S:23]([NH:26][CH2:27][CH2:28][C:29]([F:32])([F:31])[F:30])(=[O:25])=[O:24])=[CH:19][CH:18]=2)[N:16]=1)#N.[O:33]=S(Cl)Cl.C([O-])(O)=O.[Na+]. The catalyst is O. The product is [C:1]([O:33][CH2:9][CH2:11][C:12]1[S:13][CH:14]=[C:15]([C:17]2[CH:22]=[CH:21][C:20]([S:23](=[O:25])(=[O:24])[NH:26][CH2:27][CH2:28][C:29]([F:32])([F:31])[F:30])=[CH:19][CH:18]=2)[N:16]=1)(=[O:3])[CH3:2]. The yield is 0.590.